Task: Regression. Given two drug SMILES strings and cell line genomic features, predict the synergy score measuring deviation from expected non-interaction effect.. Dataset: NCI-60 drug combinations with 297,098 pairs across 59 cell lines (1) Drug 1: CC1=C(C=C(C=C1)C(=O)NC2=CC(=CC(=C2)C(F)(F)F)N3C=C(N=C3)C)NC4=NC=CC(=N4)C5=CN=CC=C5. Drug 2: COC1=NC(=NC2=C1N=CN2C3C(C(C(O3)CO)O)O)N. Cell line: ACHN. Synergy scores: CSS=-15.3, Synergy_ZIP=7.00, Synergy_Bliss=-0.548, Synergy_Loewe=-14.2, Synergy_HSA=-14.1. (2) Drug 1: CCC1(CC2CC(C3=C(CCN(C2)C1)C4=CC=CC=C4N3)(C5=C(C=C6C(=C5)C78CCN9C7C(C=CC9)(C(C(C8N6C=O)(C(=O)OC)O)OC(=O)C)CC)OC)C(=O)OC)O.OS(=O)(=O)O. Drug 2: CC1=C(C(CCC1)(C)C)C=CC(=CC=CC(=CC(=O)O)C)C. Cell line: HOP-92. Synergy scores: CSS=15.9, Synergy_ZIP=-7.84, Synergy_Bliss=-1.21, Synergy_Loewe=2.34, Synergy_HSA=2.55. (3) Drug 1: COC1=NC(=NC2=C1N=CN2C3C(C(C(O3)CO)O)O)N. Drug 2: CCC1=C2CN3C(=CC4=C(C3=O)COC(=O)C4(CC)O)C2=NC5=C1C=C(C=C5)O. Cell line: SN12C. Synergy scores: CSS=32.7, Synergy_ZIP=1.43, Synergy_Bliss=-0.816, Synergy_Loewe=-38.0, Synergy_HSA=-3.35. (4) Drug 1: CC1C(C(CC(O1)OC2CC(OC(C2O)C)OC3=CC4=CC5=C(C(=O)C(C(C5)C(C(=O)C(C(C)O)O)OC)OC6CC(C(C(O6)C)O)OC7CC(C(C(O7)C)O)OC8CC(C(C(O8)C)O)(C)O)C(=C4C(=C3C)O)O)O)O. Drug 2: CCCCCOC(=O)NC1=NC(=O)N(C=C1F)C2C(C(C(O2)C)O)O. Cell line: UO-31. Synergy scores: CSS=31.8, Synergy_ZIP=-0.474, Synergy_Bliss=-1.29, Synergy_Loewe=-33.4, Synergy_HSA=-0.339. (5) Drug 1: CN(C)C1=NC(=NC(=N1)N(C)C)N(C)C. Drug 2: CC1=C(C=C(C=C1)C(=O)NC2=CC(=CC(=C2)C(F)(F)F)N3C=C(N=C3)C)NC4=NC=CC(=N4)C5=CN=CC=C5. Cell line: U251. Synergy scores: CSS=-3.74, Synergy_ZIP=2.00, Synergy_Bliss=-0.274, Synergy_Loewe=-2.92, Synergy_HSA=-3.62. (6) Drug 1: CC(C1=C(C=CC(=C1Cl)F)Cl)OC2=C(N=CC(=C2)C3=CN(N=C3)C4CCNCC4)N. Drug 2: C(CC(=O)O)C(=O)CN.Cl. Cell line: CAKI-1. Synergy scores: CSS=20.3, Synergy_ZIP=-5.01, Synergy_Bliss=0.323, Synergy_Loewe=-5.28, Synergy_HSA=2.24. (7) Drug 1: C(=O)(N)NO. Drug 2: COC1=NC(=NC2=C1N=CN2C3C(C(C(O3)CO)O)O)N. Cell line: SW-620. Synergy scores: CSS=0.436, Synergy_ZIP=-1.24, Synergy_Bliss=-2.38, Synergy_Loewe=-3.14, Synergy_HSA=-2.45. (8) Drug 1: CC1C(C(CC(O1)OC2CC(CC3=C2C(=C4C(=C3O)C(=O)C5=C(C4=O)C(=CC=C5)OC)O)(C(=O)C)O)N)O.Cl. Drug 2: CC1=C(C(=CC=C1)Cl)NC(=O)C2=CN=C(S2)NC3=CC(=NC(=N3)C)N4CCN(CC4)CCO. Cell line: COLO 205. Synergy scores: CSS=28.6, Synergy_ZIP=2.48, Synergy_Bliss=1.85, Synergy_Loewe=-22.0, Synergy_HSA=-3.98.